This data is from Full USPTO retrosynthesis dataset with 1.9M reactions from patents (1976-2016). The task is: Predict the reactants needed to synthesize the given product. (1) Given the product [F:35][C:25]1[CH:24]=[C:23]([NH:22][C:7]([C:2]2[CH:3]=[N:4][CH:5]=[CH:6][N:1]=2)=[O:9])[CH:34]=[CH:33][C:26]=1[C:27]([N:29]([O:31][CH3:32])[CH3:30])=[O:28], predict the reactants needed to synthesize it. The reactants are: [N:1]1[CH:6]=[CH:5][N:4]=[CH:3][C:2]=1[C:7]([OH:9])=O.Cl.C(N=C=NCCCN(C)C)C.[NH2:22][C:23]1[CH:34]=[CH:33][C:26]([C:27]([N:29]([O:31][CH3:32])[CH3:30])=[O:28])=[C:25]([F:35])[CH:24]=1. (2) Given the product [CH2:1]([O:3][C:4]([C:6]1[N:7]([C:26]2[CH:27]=[CH:28][C:29]([O:32][CH:33]([CH3:34])[CH3:35])=[CH:30][CH:31]=2)[C:8]2[C:13]([C:14]=1[Cl:42])=[CH:12][C:11]([O:15][C:16]1[CH:17]=[CH:18][C:19]([C:22]([F:24])([F:25])[F:23])=[CH:20][CH:21]=1)=[CH:10][CH:9]=2)=[O:5])[CH3:2], predict the reactants needed to synthesize it. The reactants are: [CH2:1]([O:3][C:4]([C:6]1[N:7]([C:26]2[CH:31]=[CH:30][C:29]([O:32][CH:33]([CH3:35])[CH3:34])=[CH:28][CH:27]=2)[C:8]2[C:13]([CH:14]=1)=[CH:12][C:11]([O:15][C:16]1[CH:21]=[CH:20][C:19]([C:22]([F:25])([F:24])[F:23])=[CH:18][CH:17]=1)=[CH:10][CH:9]=2)=[O:5])[CH3:2].C([O-])(O)=O.[Na+].C(Cl)[Cl:42].